From a dataset of Peptide-MHC class II binding affinity with 134,281 pairs from IEDB. Regression. Given a peptide amino acid sequence and an MHC pseudo amino acid sequence, predict their binding affinity value. This is MHC class II binding data. (1) The peptide sequence is FTQTMKGVERLAVMG. The MHC is HLA-DQA10201-DQB10303 with pseudo-sequence HLA-DQA10201-DQB10303. The binding affinity (normalized) is 0.512. (2) The peptide sequence is PKKLVLNIKYTRPGD. The MHC is HLA-DQA10501-DQB10301 with pseudo-sequence HLA-DQA10501-DQB10301. The binding affinity (normalized) is 0. (3) The peptide sequence is VSWEEEAEISGSSAR. The MHC is DRB1_1101 with pseudo-sequence DRB1_1101. The binding affinity (normalized) is 0. (4) The peptide sequence is ATAAAIQLKCSDSMP. The MHC is HLA-DQA10301-DQB10302 with pseudo-sequence HLA-DQA10301-DQB10302. The binding affinity (normalized) is 0.0183. (5) The peptide sequence is ALLPRAGAAAAAALP. The MHC is HLA-DQA10101-DQB10501 with pseudo-sequence HLA-DQA10101-DQB10501. The binding affinity (normalized) is 0. (6) The peptide sequence is LDEVYNAAYNAADHA. The MHC is DRB3_0202 with pseudo-sequence DRB3_0202. The binding affinity (normalized) is 0.500.